From a dataset of Forward reaction prediction with 1.9M reactions from USPTO patents (1976-2016). Predict the product of the given reaction. (1) Given the reactants [NH2:1][CH2:2][C@@H:3]1[O:7][C:6](=[O:8])[N:5]([C:9]2[CH:14]=[CH:13][C:12]([I:15])=[C:11]([F:16])[CH:10]=2)[CH2:4]1.[CH3:17][C:18](=O)[O:19]CC.C(OC(=O)C)(=O)C, predict the reaction product. The product is: [F:16][C:11]1[CH:10]=[C:9]([N:5]2[CH2:4][C@H:3]([CH2:2][NH:1][C:18](=[O:19])[CH3:17])[O:7][C:6]2=[O:8])[CH:14]=[CH:13][C:12]=1[I:15]. (2) Given the reactants [Li+].C[Si]([N-][Si](C)(C)C)(C)C.[CH3:11][N:12]1[C:16]([C:17]2=[CH:18][C:19](=[O:24])[CH2:20][CH2:21][CH2:22][CH2:23]2)=[C:15]([N+:25]([O-:27])=[O:26])[CH:14]=[N:13]1.[C:28]1([Se:34]Br)[CH:33]=[CH:32][CH:31]=[CH:30][CH:29]=1, predict the reaction product. The product is: [CH3:11][N:12]1[C:16]([C:17]2=[CH:18][C:19](=[O:24])[CH:20]([Se:34][C:28]3[CH:33]=[CH:32][CH:31]=[CH:30][CH:29]=3)[CH2:21][CH2:22][CH2:23]2)=[C:15]([N+:25]([O-:27])=[O:26])[CH:14]=[N:13]1. (3) Given the reactants [F:1][C:2]1[CH:3]=[C:4]([CH:8]=[CH:9][C:10]([OH:12])=[O:11])[CH:5]=[CH:6][CH:7]=1, predict the reaction product. The product is: [F:1][C:2]1[CH:3]=[C:4]([CH2:8][CH2:9][C:10]([OH:12])=[O:11])[CH:5]=[CH:6][CH:7]=1. (4) Given the reactants I[CH2:2][CH:3]([CH3:5])[CH3:4].[C:6]([C:9]1[CH:18]=[C:13]([C:14]([O:16][CH3:17])=[O:15])[C:12]([OH:19])=[CH:11][CH:10]=1)(=[O:8])[CH3:7].C(=O)([O-])[O-].[K+].[K+], predict the reaction product. The product is: [C:6]([C:9]1[CH:10]=[CH:11][C:12]([O:19][CH2:2][CH:3]([CH3:5])[CH3:4])=[C:13]([CH:18]=1)[C:14]([O:16][CH3:17])=[O:15])(=[O:8])[CH3:7]. (5) Given the reactants [CH2:1]([O:3][C:4](=[O:15])[CH2:5][C:6]([C:8]1[CH:13]=[CH:12][CH:11]=[C:10]([F:14])[CH:9]=1)=[O:7])[CH3:2].C(O)(=O)C.[N:20]([O-])=[O:21].[Na+], predict the reaction product. The product is: [CH2:1]([O:3][C:4](=[O:15])[C:5](=[N:20][OH:21])[C:6]([C:8]1[CH:13]=[CH:12][CH:11]=[C:10]([F:14])[CH:9]=1)=[O:7])[CH3:2]. (6) Given the reactants C(N(CC)[CH2:4][CH2:5][O:6][CH2:7][CH2:8][O:9][C:10]1[C:19]2[CH2:18][CH2:17][CH2:16][CH2:15][C:14]=2[C:13]([C:20]2[N:25]=[C:24](N)[CH:23]=[CH:22][CH:21]=2)=[CH:12][CH:11]=1)C.BrCC(O[CH2:34][CH3:35])=O.C(=O)([O-])[O-].[K+].[K+].[OH2:42], predict the reaction product. The product is: [CH3:21][C:20]1[NH:25][C:34]([CH3:35])=[CH:12][C:13]=1[C:24]1[CH:23]=[CH:22][CH:21]=[C:20]([C:13]2[C:18]3[CH2:17][CH2:16][CH2:15][CH2:14][C:19]=3[C:10]([O:9][CH2:8][C:7]([O:6][CH2:5][CH3:4])=[O:42])=[CH:11][CH:12]=2)[N:25]=1. (7) Given the reactants [H-].[Na+].[NH:3]1[C:11]2[C:6](=[CH:7][C:8]([NH:12][C:13]3[C:22]4[C:17](=[CH:18][CH:19]=[CH:20][C:21]=4[O:23][CH:24]4[CH2:29][CH2:28][N:27]([CH3:30])[CH2:26][CH2:25]4)[N:16]=[CH:15][N:14]=3)=[CH:9][CH:10]=2)[CH:5]=[CH:4]1.[OH2:31], predict the reaction product. The product is: [CH3:8][C:9]1[O:31][N:3]=[C:11]([CH2:6][N:3]2[C:11]3[C:6](=[CH:7][C:8]([NH:12][C:13]4[C:22]5[C:17](=[CH:18][CH:19]=[CH:20][C:21]=5[O:23][CH:24]5[CH2:29][CH2:28][N:27]([CH3:30])[CH2:26][CH2:25]5)[N:16]=[CH:15][N:14]=4)=[CH:9][CH:10]=3)[CH:5]=[CH:4]2)[CH:10]=1. (8) Given the reactants [Cl:1][C:2]1[CH:11]=[C:10]([NH:12][S:13]([CH3:16])(=[O:15])=[O:14])[CH:9]=[CH:8][C:3]=1[C:4]([O:6]C)=O.[Cl:17][C:18]1[CH:24]=[CH:23][C:21]([NH2:22])=[CH:20][C:19]=1[C:25]1[CH:30]=[CH:29][CH:28]=[CH:27][N:26]=1.ClC1C=C(NS(C)(=O)=O)C=CC=1C(O)=O, predict the reaction product. The product is: [Cl:1][C:2]1[CH:11]=[C:10]([NH:12][S:13]([CH3:16])(=[O:15])=[O:14])[CH:9]=[CH:8][C:3]=1[C:4]([NH:22][C:21]1[CH:23]=[CH:24][C:18]([Cl:17])=[C:19]([C:25]2[CH:30]=[CH:29][CH:28]=[CH:27][N:26]=2)[CH:20]=1)=[O:6].